From a dataset of Catalyst prediction with 721,799 reactions and 888 catalyst types from USPTO. Predict which catalyst facilitates the given reaction. (1) Reactant: [F:1][C:2]1[C:10]([F:11])=[CH:9][C:5]([C:6]([OH:8])=O)=[C:4]([NH:12][CH2:13][CH:14]([CH3:16])[CH3:15])[CH:3]=1.CCN=C=NCCCN(C)C.C1C=CC2N(O)N=NC=2C=1.CCN(C(C)C)C(C)C.[CH3:47][C:48]([NH2:52])([C:50]#[CH:51])[CH3:49]. Product: [F:1][C:2]1[C:10]([F:11])=[CH:9][C:5]([C:6]([NH:52][C:48]([CH3:49])([C:50]#[CH:51])[CH3:47])=[O:8])=[C:4]([NH:12][CH2:13][CH:14]([CH3:16])[CH3:15])[CH:3]=1. The catalyst class is: 2. (2) Reactant: [NH2:1][CH2:2][CH2:3][CH2:4][C:5]([CH3:9])([CH3:8])[CH2:6][OH:7].[N:10]([CH2:13][CH2:14][C:15]1[CH:20]=[CH:19][CH:18]=[CH:17][CH:16]=1)=[C:11]=[O:12]. Product: [OH:7][CH2:6][C:5]([CH3:9])([CH3:8])[CH2:4][CH2:3][CH2:2][NH:1][C:11]([NH:10][CH2:13][CH2:14][C:15]1[CH:20]=[CH:19][CH:18]=[CH:17][CH:16]=1)=[O:12]. The catalyst class is: 2. (3) Reactant: C(=O)([O-])[O-].[K+].[K+].[C:7]([O:11][C:12]([N:14]1[CH2:19][CH2:18][CH2:17][C@H:16]2[CH2:20][N:21]([C:23]3[C:32]([O:33][CH3:34])=[C:31]4[C:26]([C:27](=[O:41])[C:28]([C:38]([OH:40])=[O:39])=[CH:29][N:30]4[CH:35]4[CH2:37][CH2:36]4)=[CH:25][C:24]=3[F:42])[CH2:22][C@@H:15]12)=[O:13])([CH3:10])([CH3:9])[CH3:8].[CH2:43](Br)[C:44]1[CH:49]=[CH:48][CH:47]=[CH:46][CH:45]=1. Product: [C:7]([O:11][C:12]([N:14]1[CH2:19][CH2:18][CH2:17][C@H:16]2[CH2:20][N:21]([C:23]3[C:32]([O:33][CH3:34])=[C:31]4[C:26]([C:27](=[O:41])[C:28]([C:38]([O:40][CH2:43][C:44]5[CH:49]=[CH:48][CH:47]=[CH:46][CH:45]=5)=[O:39])=[CH:29][N:30]4[CH:35]4[CH2:37][CH2:36]4)=[CH:25][C:24]=3[F:42])[CH2:22][C@@H:15]12)=[O:13])([CH3:10])([CH3:8])[CH3:9]. The catalyst class is: 3. (4) The catalyst class is: 462. Product: [F:11][C:12]1[CH:17]=[C:16]([O:18][CH3:19])[CH:15]=[C:14]([F:20])[C:13]=1[C:2]1[N:7]=[C:6]([C:8]([OH:10])=[O:9])[CH:5]=[CH:4][CH:3]=1. Reactant: Br[C:2]1[N:7]=[C:6]([C:8]([OH:10])=[O:9])[CH:5]=[CH:4][CH:3]=1.[F:11][C:12]1[CH:17]=[C:16]([O:18][CH3:19])[CH:15]=[C:14]([F:20])[C:13]=1B(O)O. (5) Reactant: [CH3:1][C:2]1[CH:3]=[C:4]([C:9]2[N:14]=[C:13]([NH:15][CH:16]3[CH2:18][CH2:17]3)[N:12]=[C:11](Cl)[C:10]=2[C:20]#[N:21])[CH:5]=[CH:6][C:7]=1[CH3:8].[SH:22][CH2:23][C:24]([NH2:26])=[O:25].C([O-])([O-])=O.[Na+].[Na+].CC[O-].[Na+]. Product: [NH2:21][C:20]1[C:10]2[C:9]([C:4]3[CH:5]=[CH:6][C:7]([CH3:8])=[C:2]([CH3:1])[CH:3]=3)=[N:14][C:13]([NH:15][CH:16]3[CH2:18][CH2:17]3)=[N:12][C:11]=2[S:22][C:23]=1[C:24]([NH2:26])=[O:25]. The catalyst class is: 40. (6) The catalyst class is: 1. Product: [CH3:27][N:29]([CH3:30])[CH2:33][CH2:32][NH:31][C:24]([C:19]1[C:18]([C:15]2[CH:16]=[CH:17][C:12]([CH2:11][S:10][CH2:9][CH2:8][O:1][C:2]3[CH:7]=[CH:6][CH:5]=[CH:4][CH:3]=3)=[CH:13][CH:14]=2)=[CH:23][CH:22]=[CH:21][CH:20]=1)=[O:26]. Reactant: [O:1]([CH2:8][CH2:9][S:10][CH2:11][C:12]1[CH:17]=[CH:16][C:15]([C:18]2[C:19]([C:24]([OH:26])=O)=[CH:20][CH:21]=[CH:22][CH:23]=2)=[CH:14][CH:13]=1)[C:2]1[CH:7]=[CH:6][CH:5]=[CH:4][CH:3]=1.[C:27](N1C=CN=C1)([N:29]1[CH:33]=[CH:32][N:31]=[CH:30]1)=O.CN(C)CCN.